From a dataset of Reaction yield outcomes from USPTO patents with 853,638 reactions. Predict the reaction yield, written as a fraction of the theoretical maximum amount of product (1.0 means a 100% yield; for example, 0.34 means a 34% yield). (1) The reactants are [NH:1]1[C:5]2[CH:6]=[CH:7][C:8]([C:10]([OH:12])=O)=[CH:9][C:4]=2[N:3]=[CH:2]1.[NH:13]1[CH2:18][CH2:17][CH2:16][C@@H:15]2[C:19]3[CH:20]=[CH:21][C:22]([NH:26][C:27](=[O:29])[CH3:28])=[CH:23][C:24]=3[CH2:25][C@H:14]12. No catalyst specified. The product is [NH:1]1[C:5]2[CH:6]=[CH:7][C:8]([C:10]([N:13]3[CH2:18][CH2:17][CH2:16][C@@H:15]4[C:19]5[CH:20]=[CH:21][C:22]([NH:26][C:27](=[O:29])[CH3:28])=[CH:23][C:24]=5[CH2:25][C@H:14]34)=[O:12])=[CH:9][C:4]=2[N:3]=[CH:2]1. The yield is 0.340. (2) The reactants are [N+:1]([C:4]1[CH:12]=[C:8]([C:9]([OH:11])=O)[C:7]([OH:13])=[CH:6][CH:5]=1)([O-:3])=[O:2].[CH3:14][C:15]([C:18]1[CH:19]=[C:20]([CH:22]=[C:23]([C:25]([CH3:28])([CH3:27])[CH3:26])[CH:24]=1)[NH2:21])([CH3:17])[CH3:16]. No catalyst specified. The product is [CH3:17][C:15]([C:18]1[CH:19]=[C:20]([NH:21][C:9](=[O:11])[C:8]2[CH:12]=[C:4]([N+:1]([O-:3])=[O:2])[CH:5]=[CH:6][C:7]=2[OH:13])[CH:22]=[C:23]([C:25]([CH3:28])([CH3:27])[CH3:26])[CH:24]=1)([CH3:14])[CH3:16]. The yield is 0.467. (3) The reactants are [NH:1]([C:8]1[N:9]([C:24]2[CH:29]=[CH:28][CH:27]=[CH:26][CH:25]=2)[C:10]2[C:15]([C:16](=[O:18])[CH:17]=1)=[C:14]([C:19]([F:22])([F:21])[F:20])[CH:13]=[C:12](Cl)[N:11]=2)[C:2]1[CH:7]=[CH:6][CH:5]=[CH:4][CH:3]=1.[CH3:30][S:31]([NH2:34])(=[O:33])=[O:32].C([O-])([O-])=O.[K+].[K+]. The catalyst is CS(C)=O. The product is [NH:1]([C:8]1[N:9]([C:24]2[CH:29]=[CH:28][CH:27]=[CH:26][CH:25]=2)[C:10]2[N:11]=[C:12]([NH:34][S:31]([CH3:30])(=[O:33])=[O:32])[CH:13]=[C:14]([C:19]([F:22])([F:21])[F:20])[C:15]=2[C:16](=[O:18])[CH:17]=1)[C:2]1[CH:7]=[CH:6][CH:5]=[CH:4][CH:3]=1. The yield is 0.0400. (4) The reactants are [CH3:1][O:2][C:3]1[CH:8]=[CH:7][C:6]([N+:9]([O-])=O)=[CH:5][C:4]=1[NH:12][C:13]1[N:18]=[C:17]2[N:19]([CH:23]3[CH2:28][CH2:27][CH2:26][CH2:25][O:24]3)[N:20]=[C:21]([CH3:22])[C:16]2=[C:15]([NH:29][C:30]2[CH:39]=[CH:38][CH:37]=[CH:36][C:31]=2[C:32]([NH:34][CH3:35])=[O:33])[N:14]=1. The catalyst is C(OCC)(=O)C.[Pd]. The product is [NH2:9][C:6]1[CH:7]=[CH:8][C:3]([O:2][CH3:1])=[C:4]([NH:12][C:13]2[N:18]=[C:17]3[N:19]([CH:23]4[CH2:28][CH2:27][CH2:26][CH2:25][O:24]4)[N:20]=[C:21]([CH3:22])[C:16]3=[C:15]([NH:29][C:30]3[CH:39]=[CH:38][CH:37]=[CH:36][C:31]=3[C:32]([NH:34][CH3:35])=[O:33])[N:14]=2)[CH:5]=1. The yield is 0.468. (5) The reactants are [Cl:1][C:2]1[CH:37]=[CH:36][C:5]([CH2:6][O:7][C:8]2[CH:35]=[CH:34][C:11]([CH2:12][N:13]3[C:18](=[O:19])[N:17]=[C:16]([N:20]4[CH2:25][CH2:24][N:23]([C:26]5[CH:31]=[CH:30][C:29]([F:32])=[CH:28][CH:27]=5)[CH2:22][CH2:21]4)[NH:15][C:14]3=[O:33])=[CH:10][CH:9]=2)=[CH:4][CH:3]=1.[C:38](=O)([O-])[O-].[K+].[K+].CI. The catalyst is CN(C)C=O. The product is [Cl:1][C:2]1[CH:37]=[CH:36][C:5]([CH2:6][O:7][C:8]2[CH:35]=[CH:34][C:11]([CH2:12][N:13]3[C:14]([O:33][CH3:38])=[N:15][C:16]([N:20]4[CH2:21][CH2:22][N:23]([C:26]5[CH:31]=[CH:30][C:29]([F:32])=[CH:28][CH:27]=5)[CH2:24][CH2:25]4)=[N:17][C:18]3=[O:19])=[CH:10][CH:9]=2)=[CH:4][CH:3]=1. The yield is 0.0700. (6) The reactants are C(=O)([O-])[O-].[Na+].[Na+].Br[C:8]1[CH:13]=[CH:12][C:11]([C:14]([CH3:21])([O:16][Si:17]([CH3:20])([CH3:19])[CH3:18])[CH3:15])=[CH:10][CH:9]=1.[CH2:22]([C:24]([C:43]1[CH:56]=[CH:55][C:46]([O:47][CH2:48][C@@H:49]2[O:53][C:52](=[O:54])[CH2:51][CH2:50]2)=[C:45]([CH3:57])[CH:44]=1)([C:27]1[CH:32]=[CH:31][C:30](B2OC(C)(C)C(C)(C)O2)=[C:29]([CH3:42])[CH:28]=1)[CH2:25][CH3:26])[CH3:23].C(OCC)(=O)C. The catalyst is CN(C)C=O. The product is [CH2:22]([C:24]([C:43]1[CH:56]=[CH:55][C:46]([O:47][CH2:48][C@@H:49]2[O:53][C:52](=[O:54])[CH2:51][CH2:50]2)=[C:45]([CH3:57])[CH:44]=1)([C:27]1[CH:32]=[CH:31][C:30]([C:8]2[CH:13]=[CH:12][C:11]([C:14]([CH3:21])([O:16][Si:17]([CH3:20])([CH3:19])[CH3:18])[CH3:15])=[CH:10][CH:9]=2)=[C:29]([CH3:42])[CH:28]=1)[CH2:25][CH3:26])[CH3:23]. The yield is 0.479. (7) No catalyst specified. The reactants are Br[C:2]1[CH:7]=[CH:6][C:5]([C@H:8]([NH:13][C@@H:14]([CH2:27][CH:28]([CH3:30])[CH3:29])[C:15]([N:17]2[CH2:21][C@H:20]([F:22])[C@H:19]3[O:23][CH2:24][C@H:25]([OH:26])[C@@H:18]23)=[O:16])[C:9]([F:12])([F:11])[F:10])=[CH:4][CH:3]=1.COOB([C:36]1[CH:41]=[CH:40][CH:39]=[CH:38][CH:37]=1)O.[CH3:42][O:43]C.C(O)C. The product is [F:22][C@H:20]1[CH2:21][N:17]([C:15](=[O:16])[C@@H:14]([NH:13][C@@H:8]([C:5]2[CH:6]=[CH:7][C:2]([C:39]3[CH:38]=[CH:37][C:36]([O:43][CH3:42])=[CH:41][CH:40]=3)=[CH:3][CH:4]=2)[C:9]([F:12])([F:11])[F:10])[CH2:27][CH:28]([CH3:30])[CH3:29])[C@@H:18]2[C@@H:25]([OH:26])[CH2:24][O:23][C@H:19]12. The yield is 0.360. (8) The reactants are O[NH:2][C@H:3]([C:12](N)=[O:13])[CH2:4][C:5](=[O:11])[O:6][C:7]([CH3:10])([CH3:9])[CH3:8].C(Cl)(Cl)=[O:16]. The catalyst is C1COCC1. The product is [NH2:2][C@H:3]([C:12]([OH:13])=[O:16])[CH2:4][C:5](=[O:11])[O:6][C:7]([CH3:10])([CH3:9])[CH3:8]. The yield is 0.660.